Task: Predict the reaction yield, written as a fraction of the theoretical maximum amount of product (1.0 means a 100% yield; for example, 0.34 means a 34% yield).. Dataset: Reaction yield outcomes from USPTO patents with 853,638 reactions The product is [CH2:29]([CH:31]([CH2:35][CH3:36])[C:32]([NH:1][C:2]1[CH:3]=[CH:4][C:5]([CH2:8][CH2:9][N:10]2[C:14](=[O:15])[C:13]([C:16]3[CH:21]=[CH:20][CH:19]=[CH:18][CH:17]=3)([C:22]3[CH:23]=[CH:24][CH:25]=[CH:26][CH:27]=3)[N:12]=[C:11]2[CH3:28])=[CH:6][CH:7]=1)=[O:33])[CH3:30]. The yield is 0.350. The reactants are [NH2:1][C:2]1[CH:7]=[CH:6][C:5]([CH2:8][CH2:9][N:10]2[C:14](=[O:15])[C:13]([C:22]3[CH:27]=[CH:26][CH:25]=[CH:24][CH:23]=3)([C:16]3[CH:21]=[CH:20][CH:19]=[CH:18][CH:17]=3)[N:12]=[C:11]2[CH3:28])=[CH:4][CH:3]=1.[CH2:29]([CH:31]([CH2:35][CH3:36])[C:32](O)=[O:33])[CH3:30].F[P-](F)(F)(F)(F)F.Br[P+](N1CCCC1)(N1CCCC1)N1CCCC1.C(N(C(C)C)C(C)C)C. The catalyst is C(Cl)Cl.O.